This data is from Forward reaction prediction with 1.9M reactions from USPTO patents (1976-2016). The task is: Predict the product of the given reaction. (1) Given the reactants [NH2:1]/[C:2](=[N:16]\[OH:17])/[CH:3]1[CH2:8][CH2:7][CH2:6][CH2:5][N:4]1[C:9]([O:11][C:12]([CH3:15])([CH3:14])[CH3:13])=[O:10].[CH3:18][CH2:19]N(C(C)C)C(C)C.C(Cl)(=O)C, predict the reaction product. The product is: [CH3:18][C:19]1[O:17][N:16]=[C:2]([CH:3]2[CH2:8][CH2:7][CH2:6][CH2:5][N:4]2[C:9]([O:11][C:12]([CH3:14])([CH3:13])[CH3:15])=[O:10])[N:1]=1. (2) Given the reactants [CH:1]1([N:5]2[CH2:11][CH2:10][C:9]3[CH:12]=[CH:13][C:14]([N:16]4[CH2:21][CH2:20][NH:19][CH2:18][CH2:17]4)=[CH:15][C:8]=3[CH2:7][CH2:6]2)[CH2:4][CH2:3][CH2:2]1.C(N(CC)CC)C.[C:29]([C:31]1[CH:39]=[CH:38][C:34]([C:35](Cl)=[O:36])=[CH:33][CH:32]=1)#[N:30], predict the reaction product. The product is: [CH:1]1([N:5]2[CH2:11][CH2:10][C:9]3[CH:12]=[CH:13][C:14]([N:16]4[CH2:21][CH2:20][N:19]([C:35]([C:34]5[CH:38]=[CH:39][C:31]([C:29]#[N:30])=[CH:32][CH:33]=5)=[O:36])[CH2:18][CH2:17]4)=[CH:15][C:8]=3[CH2:7][CH2:6]2)[CH2:4][CH2:3][CH2:2]1. (3) Given the reactants [NH2:1][C:2]1[N:3]=[C:4]([Cl:28])[C:5]2=[C:6]([N:8]([CH2:21][C:22]3[CH:27]=[CH:26][CH:25]=[CH:24][N:23]=3)[C:9](=[O:20])/[C:10]/2=[CH:11]\[C:12]2[NH:16][CH:15]=[C:14]([C:17](O)=[O:18])[CH:13]=2)[N:7]=1.[CH2:29]([N:31]([CH2:35][CH3:36])[CH2:32][CH2:33][NH2:34])[CH3:30].CCN(C(C)C)C(C)C.F[P-](F)(F)(F)(F)F.N1(O[P+](N(C)C)(N(C)C)N(C)C)C2C=CC=CC=2N=N1, predict the reaction product. The product is: [NH2:1][C:2]1[N:3]=[C:4]([Cl:28])[C:5]2=[C:6]([N:8]([CH2:21][C:22]3[CH:27]=[CH:26][CH:25]=[CH:24][N:23]=3)[C:9](=[O:20])/[C:10]/2=[CH:11]\[C:12]2[NH:16][CH:15]=[C:14]([C:17]([NH:34][CH2:33][CH2:32][N:31]([CH2:35][CH3:36])[CH2:29][CH3:30])=[O:18])[CH:13]=2)[N:7]=1. (4) Given the reactants Br[C:2]1[N:7]=[C:6]2[N:8]([CH2:11][C:12]3[CH:13]=[C:14]4[C:19](=[CH:20][CH:21]=3)[N:18]=[CH:17][CH:16]=[CH:15]4)[N:9]=[N:10][C:5]2=[N:4][CH:3]=1.C(=O)([O-])[O-].[K+].[K+].[NH:28]1[CH2:32][CH2:31][C@@H:30]([NH:33][C:34](=[O:40])[O:35][C:36]([CH3:39])([CH3:38])[CH3:37])[CH2:29]1, predict the reaction product. The product is: [N:18]1[C:19]2[C:14](=[CH:13][C:12]([CH2:11][N:8]3[C:6]4[C:5](=[N:4][CH:3]=[C:2]([N:28]5[CH2:32][CH2:31][C@@H:30]([NH:33][C:34](=[O:40])[O:35][C:36]([CH3:38])([CH3:37])[CH3:39])[CH2:29]5)[N:7]=4)[N:10]=[N:9]3)=[CH:21][CH:20]=2)[CH:15]=[CH:16][CH:17]=1. (5) Given the reactants [NH:1]([C:40]([O:42][CH2:43][C:44]1[CH:49]=[CH:48]C=CC=1)=[O:41])[C@H:2]([C:26]([NH:28][CH2:29][C:30]([O:32]CC1C=CC=CC=1)=[O:31])=[O:27])[CH2:3][C:4](=O)[NH:5][C:6]([C:19]1[CH:24]=[CH:23][CH:22]=[CH:21][CH:20]=1)([C:13]1[CH:18]=[CH:17][CH:16]=[CH:15][CH:14]=1)[C:7]1[CH:12]=[CH:11][CH:10]=[CH:9][CH:8]=1.[OH2:50], predict the reaction product. The product is: [NH:1]([C:40]([O:42][CH2:43][CH:44]1[C:12]2[C:7](=[CH:8][CH:9]=[CH:10][CH:11]=2)[C:6]2[C:49]1=[CH:48][CH:15]=[CH:14][CH:13]=2)=[O:41])[C@H:2]([C:26]([NH:28][CH2:29][C:30]([OH:32])=[O:31])=[O:27])[CH2:3][C:4](=[O:50])[NH:5][C:6]([C:7]1[CH:12]=[CH:11][CH:10]=[CH:9][CH:8]=1)([C:13]1[CH:18]=[CH:17][CH:16]=[CH:15][CH:14]=1)[C:19]1[CH:20]=[CH:21][CH:22]=[CH:23][CH:24]=1. (6) Given the reactants [C:1]([O:12][C:13]([CH3:16])([CH3:15])[CH3:14])(=[O:11])/[CH:2]=[CH:3]/[C:4]([O:6][C:7]([CH3:10])([CH3:9])[CH3:8])=[O:5].[C:17]([O:24][CH:25]([CH3:27])[CH3:26])(=[O:23])/[CH:18]=[CH:19]/[C:20]([O-:22])=[O:21].[C:28]([O:38][CH2:39][CH3:40])(=[O:37])[CH:29]=[CH:30][C:31]1[CH:36]=[CH:35][CH:34]=[CH:33][CH:32]=1.C(OOC(C)(C)C)(=O)C(C)(C)C, predict the reaction product. The product is: [C:4]([O:6][C:7]([CH3:10])([CH3:9])[CH3:8])(=[O:5])/[CH:3]=[CH:2]/[C:1]([O:12][C:13]([CH3:14])([CH3:16])[CH3:15])=[O:11].[C:17]([O:24][CH:25]([CH3:27])[CH3:26])(=[O:23])/[CH:18]=[CH:19]/[C:20]([O-:22])=[O:21].[C:28]([O:38][CH2:39][CH3:40])(=[O:37])[CH:29]=[CH:30][C:31]1[CH:32]=[CH:33][CH:34]=[CH:35][CH:36]=1.